This data is from Forward reaction prediction with 1.9M reactions from USPTO patents (1976-2016). The task is: Predict the product of the given reaction. (1) The product is: [C:12]([C:11]1[CH:14]=[C:7]([C:5]2[S:6][C:2]([C:26]3[CH:25]=[CH:24][C:23]([O:36][CH2:37][CH2:38][CH2:39][N:40]([CH3:48])[C:41](=[O:47])[O:42][C:43]([CH3:46])([CH3:44])[CH3:45])=[CH:22][C:21]=3[CH2:19][CH3:20])=[CH:3][N:4]=2)[CH:8]=[CH:9][C:10]=1[O:15][CH:16]([CH3:18])[CH3:17])#[N:13]. Given the reactants Br[C:2]1[S:6][C:5]([C:7]2[CH:8]=[CH:9][C:10]([O:15][CH:16]([CH3:18])[CH3:17])=[C:11]([CH:14]=2)[C:12]#[N:13])=[N:4][CH:3]=1.[CH2:19]([C:21]1[CH:22]=[C:23]([O:36][CH2:37][CH2:38][CH2:39][N:40]([CH3:48])[C:41](=[O:47])[O:42][C:43]([CH3:46])([CH3:45])[CH3:44])[CH:24]=[CH:25][C:26]=1B1OC(C)(C)C(C)(C)O1)[CH3:20].P([O-])([O-])([O-])=O.[K+].[K+].[K+].C(OCC)(=O)C, predict the reaction product. (2) Given the reactants [CH2:1]([C:5]1[N:10]=[N:9][C:8]([O:11][CH:12]2[CH2:17][CH2:16][N:15]([CH3:18])[CH2:14][CH:13]2[CH2:19][OH:20])=[CH:7][C:6]=1[C:21]1[CH:26]=[CH:25][C:24]([O:27][CH:28]2[CH2:33][CH2:32][CH2:31][CH2:30][CH2:29]2)=[CH:23][CH:22]=1)[CH2:2][CH2:3][CH3:4].[ClH:34], predict the reaction product. The product is: [ClH:34].[ClH:34].[CH2:1]([C:5]1[N:10]=[N:9][C:8]([O:11][CH:12]2[CH2:17][CH2:16][N:15]([CH3:18])[CH2:14][CH:13]2[CH2:19][OH:20])=[CH:7][C:6]=1[C:21]1[CH:22]=[CH:23][C:24]([O:27][CH:28]2[CH2:33][CH2:32][CH2:31][CH2:30][CH2:29]2)=[CH:25][CH:26]=1)[CH2:2][CH2:3][CH3:4]. (3) Given the reactants [CH2:1]([N:3]1[C:11]2[C:6](=[CH:7][CH:8]=[C:9]([O:12][CH3:13])[CH:10]=2)[C:5]([C:14]([OH:16])=O)=[CH:4]1)[CH3:2].C(Cl)Cl.C(Cl)(=O)C(Cl)=O.[NH4+:26].[OH-], predict the reaction product. The product is: [CH2:1]([N:3]1[C:11]2[C:6](=[CH:7][CH:8]=[C:9]([O:12][CH3:13])[CH:10]=2)[C:5]([C:14]([NH2:26])=[O:16])=[CH:4]1)[CH3:2]. (4) Given the reactants [F:1][C:2]1[CH:3]=[C:4]([OH:13])[CH:5]=[C:6]2[C:10]=1[C:9]([CH3:12])([CH3:11])[CH2:8][CH2:7]2.[H-].[Na+].[F:16][C:17]([F:36])([F:35])[S:18](N(C1C=CC=CC=1)[S:18]([C:17]([F:36])([F:35])[F:16])(=[O:20])=[O:19])(=[O:20])=[O:19], predict the reaction product. The product is: [F:16][C:17]([F:36])([F:35])[S:18]([O:13][C:4]1[CH:5]=[C:6]2[C:10](=[C:2]([F:1])[CH:3]=1)[C:9]([CH3:11])([CH3:12])[CH2:8][CH2:7]2)(=[O:20])=[O:19].